Dataset: Forward reaction prediction with 1.9M reactions from USPTO patents (1976-2016). Task: Predict the product of the given reaction. (1) Given the reactants [CH2:1]([N:3]([CH2:21][CH3:22])[C:4]([C:6]1[CH:20]=[CH:19][C:9]([CH2:10][C:11]2[CH:16]=[CH:15][CH:14]=[CH:13][C:12]=2[O:17]C)=[CH:8][CH:7]=1)=[O:5])[CH3:2].B(Br)(Br)Br, predict the reaction product. The product is: [CH2:21]([N:3]([CH2:1][CH3:2])[C:4]([C:6]1[CH:20]=[CH:19][C:9]([CH2:10][C:11]2[CH:16]=[CH:15][CH:14]=[CH:13][C:12]=2[OH:17])=[CH:8][CH:7]=1)=[O:5])[CH3:22]. (2) Given the reactants [N:1]([CH2:4][CH2:5][O:6][CH2:7][CH2:8][O:9][CH2:10][CH2:11][O:12][CH2:13][CH2:14][O:15][CH2:16][CH2:17][O:18][CH2:19][CH2:20][O:21][CH2:22][CH2:23][O:24][CH2:25][CH2:26][OH:27])=[N+:2]=[N-:3].[C:28]1(C)[C:29]([S:34](Cl)(=[O:36])=[O:35])=[CH:30][CH:31]=[CH:32][CH:33]=1.N1C=CC=C[CH:40]=1, predict the reaction product. The product is: [C:32]1([CH3:40])[CH:33]=[CH:28][C:29]([S:34]([O:27][CH2:26][CH2:25][O:24][CH2:23][CH2:22][O:21][CH2:20][CH2:19][O:18][CH2:17][CH2:16][O:15][CH2:14][CH2:13][O:12][CH2:11][CH2:10][O:9][CH2:8][CH2:7][O:6][CH2:5][CH2:4][N:1]=[N+:2]=[N-:3])(=[O:35])=[O:36])=[CH:30][CH:31]=1. (3) Given the reactants [CH2:1]([O:8][C:9](=[O:39])[N:10]([C@H:12]([C:14](=[O:38])[NH:15][C:16]1[C:17](=[O:37])[N:18]([CH2:23][C:24]2[CH:29]=[CH:28][CH:27]=[C:26]([O:30][C:31]3[CH:36]=[CH:35][CH:34]=[CH:33][CH:32]=3)[CH:25]=2)[C:19](Cl)=[CH:20][CH:21]=1)[CH3:13])[CH3:11])[C:2]1[CH:7]=[CH:6][CH:5]=[CH:4][CH:3]=1.[C:40]1(B(O)O)[CH:45]=[CH:44][CH:43]=[CH:42][CH:41]=1.[F-].[K+], predict the reaction product. The product is: [CH2:1]([O:8][C:9](=[O:39])[N:10]([C@H:12]([C:14](=[O:38])[NH:15][C:16]1[C:17](=[O:37])[N:18]([CH2:23][C:24]2[CH:29]=[CH:28][CH:27]=[C:26]([O:30][C:31]3[CH:36]=[CH:35][CH:34]=[CH:33][CH:32]=3)[CH:25]=2)[C:19]([C:40]2[CH:45]=[CH:44][CH:43]=[CH:42][CH:41]=2)=[CH:20][CH:21]=1)[CH3:13])[CH3:11])[C:2]1[CH:7]=[CH:6][CH:5]=[CH:4][CH:3]=1.